Dataset: Forward reaction prediction with 1.9M reactions from USPTO patents (1976-2016). Task: Predict the product of the given reaction. (1) Given the reactants [Br:1][CH2:2][CH2:3][NH2:4].[C:5](O[C:5]([O:7][C:8]([CH3:11])([CH3:10])[CH3:9])=[O:6])([O:7][C:8]([CH3:11])([CH3:10])[CH3:9])=[O:6].C([O-])(O)=O.[Na+], predict the reaction product. The product is: [Br:1][CH2:2][CH2:3][NH:4][C:5](=[O:6])[O:7][C:8]([CH3:11])([CH3:10])[CH3:9]. (2) Given the reactants Cl[C:2]1[C:3]2[N:4]([N:8]=[C:9]([NH:11][C:12]3[CH:17]=[C:16]([O:18][CH3:19])[CH:15]=[C:14]([O:20][CH3:21])[CH:13]=3)[N:10]=2)[CH:5]=[CH:6][N:7]=1.[NH2:22][CH2:23][C:24]1[CH:25]=[C:26](B(O)O)[CH:27]=[CH:28][CH:29]=1.C(=O)([O-])[O-].[Na+].[Na+], predict the reaction product. The product is: [NH2:22][CH2:23][C:24]1[CH:29]=[C:28]([C:2]2[C:3]3[N:4]([N:8]=[C:9]([NH:11][C:12]4[CH:17]=[C:16]([O:18][CH3:19])[CH:15]=[C:14]([O:20][CH3:21])[CH:13]=4)[N:10]=3)[CH:5]=[CH:6][N:7]=2)[CH:27]=[CH:26][CH:25]=1. (3) Given the reactants [Cl:1][C:2]1[CH:3]=[CH:4][C:5]([NH:8][C:9](=[O:26])[C:10]2[CH:15]=[CH:14][CH:13]=[CH:12][C:11]=2[NH:16][C:17]([N:19]2[CH2:24][CH2:23][C:22](=O)[CH2:21][CH2:20]2)=O)=[N:6][CH:7]=1.[NH:27]1[CH2:31][CH2:30][CH2:29][CH2:28]1, predict the reaction product. The product is: [Cl:1][C:2]1[CH:3]=[CH:4][C:5]([NH:8][C:9](=[O:26])[C:10]2[CH:15]=[CH:14][CH:13]=[CH:12][C:11]=2[NH:16][CH2:17][N:19]2[CH2:24][CH2:23][CH:22]([N:27]3[CH2:31][CH2:30][CH2:29][CH2:28]3)[CH2:21][CH2:20]2)=[N:6][CH:7]=1. (4) Given the reactants [Cl:1][C:2]1[C:3]([N:13]2[CH2:18][CH2:17][NH:16][CH2:15][CH2:14]2)=[N:4][CH:5]=[C:6]([CH:12]=1)[C:7]([O:9][CH2:10][CH3:11])=[O:8].[CH2:19]([C:21]1[CH:26]=[CH:25][CH:24]=[C:23]([CH:27]([CH3:29])[CH3:28])[C:22]=1[N:30]=[C:31]=[O:32])[CH3:20], predict the reaction product. The product is: [Cl:1][C:2]1[C:3]([N:13]2[CH2:18][CH2:17][N:16]([C:31]([NH:30][C:22]3[C:23]([CH:27]([CH3:28])[CH3:29])=[CH:24][CH:25]=[CH:26][C:21]=3[CH2:19][CH3:20])=[O:32])[CH2:15][CH2:14]2)=[N:4][CH:5]=[C:6]([CH:12]=1)[C:7]([O:9][CH2:10][CH3:11])=[O:8]. (5) Given the reactants [CH:1]([N:4]1[C:12](=[O:13])[C:11]2[C:6](=[CH:7][CH:8]=[CH:9][CH:10]=2)[NH:5]1)([CH3:3])[CH3:2].Cl[C:15]1[N:23]=[C:22]2[C:18]([N:19]=[C:20]([CH2:25][N:26]3[CH2:31][CH2:30][CH:29]([C:32]([OH:35])([CH3:34])[CH3:33])[CH2:28][CH2:27]3)[N:21]2[CH3:24])=[C:17]([N:36]2[CH2:41][CH2:40][O:39][CH2:38][CH2:37]2)[N:16]=1, predict the reaction product. The product is: [OH:35][C:32]([CH:29]1[CH2:28][CH2:27][N:26]([CH2:25][C:20]2[N:21]([CH3:24])[C:22]3[C:18]([N:19]=2)=[C:17]([N:36]2[CH2:37][CH2:38][O:39][CH2:40][CH2:41]2)[N:16]=[C:15]([N:5]2[C:6]4[C:11](=[CH:10][CH:9]=[CH:8][CH:7]=4)[C:12](=[O:13])[N:4]2[CH:1]([CH3:3])[CH3:2])[N:23]=3)[CH2:31][CH2:30]1)([CH3:34])[CH3:33]. (6) Given the reactants [NH2:1][C:2]1[CH:7]=[CH:6][CH:5]=[CH:4][CH:3]=1.[OH-].[Cs+].I[CH:11]([CH3:13])[CH3:12], predict the reaction product. The product is: [CH:11]([NH:1][C:2]1[CH:7]=[CH:6][CH:5]=[CH:4][CH:3]=1)([CH3:13])[CH3:12]. (7) Given the reactants P(Cl)(Cl)([Cl:3])=O.[NH2:6][C:7]1[CH:12]=[C:11](O)[N:10]=[C:9]([NH:14][C:15]2[CH:22]=[CH:21][C:18]([C:19]#[N:20])=[CH:17][CH:16]=2)[N:8]=1.C(=O)([O-])[O-].[K+].[K+], predict the reaction product. The product is: [NH2:6][C:7]1[CH:12]=[C:11]([Cl:3])[N:10]=[C:9]([NH:14][C:15]2[CH:22]=[CH:21][C:18]([C:19]#[N:20])=[CH:17][CH:16]=2)[N:8]=1. (8) Given the reactants Cl.[NH2:2][CH2:3][C:4]1[C:9]([Cl:10])=[N:8][CH:7]=[CH:6][N:5]=1.[CH3:11][N:12]1[CH2:17][CH2:16][CH:15]([C:18](O)=[O:19])[CH2:14][C:13]1=[O:21], predict the reaction product. The product is: [Cl:10][C:9]1[C:4]([CH2:3][NH:2][C:18]([CH:15]2[CH2:16][CH2:17][N:12]([CH3:11])[C:13](=[O:21])[CH2:14]2)=[O:19])=[N:5][CH:6]=[CH:7][N:8]=1. (9) Given the reactants [O:1]=[S:2]1(=[O:23])[CH2:6][CH2:5][CH2:4][N:3]1[C:7]1[CH:12]=[CH:11][C:10]([C:13]23[CH2:21][CH:17]4[CH2:18][CH:19]([CH2:20]2)[C:15]([NH2:22])([CH2:16]4)[CH2:14]3)=[CH:9][CH:8]=1.C([O-])([O-])=O.[K+].[K+].Cl[CH2:31][C:32]([N:34]1[CH2:38][CH2:37][CH2:36][C@H:35]1[C:39]#[N:40])=[O:33], predict the reaction product. The product is: [O:1]=[S:2]1(=[O:23])[CH2:6][CH2:5][CH2:4][N:3]1[C:7]1[CH:8]=[CH:9][C:10]([C:13]23[CH2:21][CH:17]4[CH2:16][C:15]([NH:22][CH2:31][C:32]([N:34]5[CH2:38][CH2:37][CH2:36][C@H:35]5[C:39]#[N:40])=[O:33])([CH2:14]2)[CH:19]([CH2:18]4)[CH2:20]3)=[CH:11][CH:12]=1. (10) Given the reactants [Cl-].[Ca+2].[Cl-].[OH:4][C:5]1[CH:12]=[CH:11][C:8]([CH2:9][NH2:10])=[CH:7][CH:6]=1.C(N(CC)CC)C.[CH3:20][O:21][C:22]1[CH:23]=[C:24]([CH:28]=[CH:29][C:30]=1[O:31][CH3:32])[C:25](Cl)=[O:26], predict the reaction product. The product is: [OH:4][C:5]1[CH:12]=[CH:11][C:8]([CH2:9][NH:10][C:25](=[O:26])[C:24]2[CH:28]=[CH:29][C:30]([O:31][CH3:32])=[C:22]([O:21][CH3:20])[CH:23]=2)=[CH:7][CH:6]=1.